This data is from Peptide-MHC class II binding affinity with 134,281 pairs from IEDB. The task is: Regression. Given a peptide amino acid sequence and an MHC pseudo amino acid sequence, predict their binding affinity value. This is MHC class II binding data. (1) The peptide sequence is TVWAQSAAFPAFKPE. The MHC is DRB1_1101 with pseudo-sequence DRB1_1101. The binding affinity (normalized) is 0.799. (2) The peptide sequence is ECNFEQKFVDTILSE. The MHC is DRB1_0101 with pseudo-sequence DRB1_0101. The binding affinity (normalized) is 0.586. (3) The peptide sequence is DANNYEQQEQASQQI. The MHC is DRB1_0701 with pseudo-sequence DRB1_0701. The binding affinity (normalized) is 0.213.